From a dataset of Forward reaction prediction with 1.9M reactions from USPTO patents (1976-2016). Predict the product of the given reaction. (1) Given the reactants [CH3:1][O:2][C:3]1[CH:4]=[C:5]([CH:8]=[CH:9][C:10]=1[O:11]COCCOC)[CH:6]=O.[CH3:18][O:19][C:20]1[CH:21]=[C:22]([CH:26]=[CH:27][C:28]=1[O:29][CH3:30])[CH2:23][C:24]#[N:25], predict the reaction product. The product is: [CH3:18][O:19][C:20]1[CH:21]=[C:22](/[C:23](=[CH:6]/[C:5]2[CH:8]=[CH:9][C:10]([OH:11])=[C:3]([O:2][CH3:1])[CH:4]=2)/[C:24]#[N:25])[CH:26]=[CH:27][C:28]=1[O:29][CH3:30]. (2) Given the reactants Br[C:2]1[NH:28][C:5]2[N:6]=[CH:7][C:8]3[CH2:13][N:12]([C:14]4[C:19]([F:20])=[C:18]([O:21][CH3:22])[CH:17]=[C:16]([O:23][CH3:24])[C:15]=4[F:25])[C:11](=[O:26])[N:10]([CH3:27])[C:9]=3[C:4]=2[CH:3]=1.CN(C)C=O.[CH2:34]([OH:37])[C:35]#[CH:36].C(N(CC)C(C)C)(C)C, predict the reaction product. The product is: [F:25][C:15]1[C:16]([O:23][CH3:24])=[CH:17][C:18]([O:21][CH3:22])=[C:19]([F:20])[C:14]=1[N:12]1[CH2:13][C:8]2[CH:7]=[N:6][C:5]3[NH:28][C:2]([C:36]#[C:35][CH2:34][OH:37])=[CH:3][C:4]=3[C:9]=2[N:10]([CH3:27])[C:11]1=[O:26].